Dataset: Full USPTO retrosynthesis dataset with 1.9M reactions from patents (1976-2016). Task: Predict the reactants needed to synthesize the given product. Given the product [Si:17]([O:1][CH2:2][C:3]1[CH:4]=[CH:5][C:6]([C:7]([OH:9])=[O:8])=[CH:10][CH:11]=1)([C:20]([CH3:23])([CH3:22])[CH3:21])([CH3:19])[CH3:18], predict the reactants needed to synthesize it. The reactants are: [OH:1][CH2:2][C:3]1[CH:11]=[CH:10][C:6]([C:7]([OH:9])=[O:8])=[CH:5][CH:4]=1.N1C=CN=C1.[Si:17](Cl)([C:20]([CH3:23])([CH3:22])[CH3:21])([CH3:19])[CH3:18].